Dataset: CYP3A4 inhibition data for predicting drug metabolism from PubChem BioAssay. Task: Regression/Classification. Given a drug SMILES string, predict its absorption, distribution, metabolism, or excretion properties. Task type varies by dataset: regression for continuous measurements (e.g., permeability, clearance, half-life) or binary classification for categorical outcomes (e.g., BBB penetration, CYP inhibition). Dataset: cyp3a4_veith. (1) The drug is COc1cc(/C=N/NC(=O)CN2CC(c3ccccc3)CC2=O)ccc1OC(=O)N(C)C. The result is 0 (non-inhibitor). (2) The compound is COc1ccc2cc(C)c3nnc(SCC(=O)Nc4nc(-c5ccccc5)cs4)n3c2c1. The result is 1 (inhibitor).